This data is from Forward reaction prediction with 1.9M reactions from USPTO patents (1976-2016). The task is: Predict the product of the given reaction. (1) Given the reactants [CH3:1][C:2]1[O:6][C:5]([C:7]([NH:9][C:10]([C:13]2[N:19]([CH3:20])[C:17](=[O:18])[C:16]([OH:21])=[C:15]([C:22]([NH:24][CH2:25][C:26]3[CH:27]=[CH:28][C:29]([F:32])=[CH:30][CH:31]=3)=[O:23])[N:14]=2)([CH3:12])[CH3:11])=[O:8])=[N:4][N:3]=1.CO.C(#N)C.C([O-])(=O)C.[Ca+2:42].C([O-])(=O)C, predict the reaction product. The product is: [CH3:1][C:2]1[O:6][C:5]([C:7]([NH:9][C:10]([C:13]2[N:19]([CH3:20])[C:17](=[O:18])[C:16]([OH:21])=[C:15]([C:22]([NH:24][CH2:25][C:26]3[CH:27]=[CH:28][C:29]([F:32])=[CH:30][CH:31]=3)=[O:23])[N:14]=2)([CH3:12])[CH3:11])=[O:8])=[N:4][N:3]=1.[Ca:42]. (2) Given the reactants [CH3:1][N:2]([CH3:7])[CH2:3][CH2:4][NH:5][CH3:6].C(N(C(C)C)CC)(C)C.[C:17](Cl)(=[O:20])[CH:18]=[CH2:19].I[C:23]1[C:31]2[C:26](=[CH:27][C:28]([CH:32]=[O:33])=[CH:29][CH:30]=2)[N:25]([CH2:34][O:35][CH2:36][CH2:37][Si:38]([CH3:41])([CH3:40])[CH3:39])[N:24]=1.CC1C=CC=CC=1P(C1C=CC=CC=1C)C1C=CC=CC=1C, predict the reaction product. The product is: [CH3:1][N:2]([CH3:7])[CH2:3][CH2:4][N:5]([CH3:6])[C:17](=[O:20])/[CH:18]=[CH:19]/[C:23]1[C:31]2[C:26](=[CH:27][C:28]([CH:32]=[O:33])=[CH:29][CH:30]=2)[N:25]([CH2:34][O:35][CH2:36][CH2:37][Si:38]([CH3:41])([CH3:40])[CH3:39])[N:24]=1. (3) Given the reactants [Cl:1][C:2]1[CH:10]=[CH:9][C:5]([C:6]([OH:8])=O)=[CH:4][CH:3]=1.C1C=CC2N(O)N=NC=2C=1.O.[CH3:22][N:23]1[CH2:28][CH2:27][N:26]([C:29]2[C:38]3[C:33](=[CH:34][C:35]4[CH2:41][CH2:40][NH:39][C:36]=4[CH:37]=3)[CH:32]=[CH:31][N:30]=2)[CH2:25][CH2:24]1.Cl, predict the reaction product. The product is: [Cl:1][C:2]1[CH:3]=[CH:4][C:5]([C:6]([N:39]2[C:36]3[CH:37]=[C:38]4[C:33]([CH:32]=[CH:31][N:30]=[C:29]4[N:26]4[CH2:25][CH2:24][N:23]([CH3:22])[CH2:28][CH2:27]4)=[CH:34][C:35]=3[CH2:41][CH2:40]2)=[O:8])=[CH:9][CH:10]=1. (4) Given the reactants [Cl:1][C:2]1[C:3]([OH:11])=[C:4]([CH:7]=[C:8]([F:10])[CH:9]=1)C=O.N.CC1C=CC(S(C[N+]#[C-])(=O)=O)=CC=1.[NH:26]1[CH2:31][CH2:30][NH:29][CH2:28]C1, predict the reaction product. The product is: [Cl:1][C:2]1[CH:9]=[C:8]([F:10])[CH:7]=[C:4]([C:30]2[NH:29][CH:28]=[N:26][CH:31]=2)[C:3]=1[OH:11]. (5) Given the reactants NC1C=CC=CC=1.N([O-])=O.[Na+].N(O)=O.[CH3:15][O:16][C:17]1[CH:22]=[CH:21][CH:20]=[C:19]([NH2:23])[CH:18]=1.[Cl-:24].[C:25]1([N+:31]#[N:32])[CH:30]=[CH:29][CH:28]=[CH:27][CH:26]=1, predict the reaction product. The product is: [Cl-:24].[CH3:15][O:16][C:17]1[CH:18]=[C:19]([NH3+:23])[CH:20]=[CH:21][C:22]=1/[N:32]=[N:31]/[C:25]1[CH:30]=[CH:29][CH:28]=[CH:27][CH:26]=1. (6) Given the reactants [NH:1]1[C:9]2[C:4](=[CH:5][C:6]([CH2:10][CH2:11][CH2:12][C:13]3[CH:22]=[CH:21][C:20]4[C:15](=[N:16][CH:17]=[CH:18][CH:19]=4)[N:14]=3)=[CH:7][CH:8]=2)[CH:3]=[CH:2]1.[H-].[Na+].[CH2:25]([O:27][C:28](=[O:32])[CH2:29][CH2:30]Cl)[CH3:26], predict the reaction product. The product is: [CH2:25]([O:27][C:28](=[O:32])[CH2:29][CH2:30][N:1]1[C:9]2[C:4](=[CH:5][C:6]([CH2:10][CH2:11][CH2:12][C:13]3[CH:22]=[CH:21][C:20]4[C:15](=[N:16][CH:17]=[CH:18][CH:19]=4)[N:14]=3)=[CH:7][CH:8]=2)[CH:3]=[CH:2]1)[CH3:26]. (7) Given the reactants [OH:1][CH2:2][C:3]1[CH:18]=[CH:17][C:6]2[S:7][CH:8]=[C:9]([C:10]3[CH:15]=[CH:14][CH:13]=[CH:12][C:11]=3[CH3:16])[C:5]=2[CH:4]=1.O[C:20]1[CH:25]=[CH:24][C:23]([CH2:26][CH2:27][C:28]([O:30][CH3:31])=[O:29])=[CH:22][CH:21]=1.C1C=CC(P(C2C=CC=CC=2)C2C=CC=CC=2)=CC=1.C1C=CC(COC(/N=N/C(OCC2C=CC=CC=2)=O)=O)=CC=1, predict the reaction product. The product is: [CH3:16][C:11]1[CH:12]=[CH:13][CH:14]=[CH:15][C:10]=1[C:9]1[C:5]2[CH:4]=[C:3]([CH2:2][O:1][C:20]3[CH:25]=[CH:24][C:23]([CH2:26][CH2:27][C:28]([O:30][CH3:31])=[O:29])=[CH:22][CH:21]=3)[CH:18]=[CH:17][C:6]=2[S:7][CH:8]=1.